This data is from Catalyst prediction with 721,799 reactions and 888 catalyst types from USPTO. The task is: Predict which catalyst facilitates the given reaction. (1) The catalyst class is: 16. Product: [F:26][C:2]1[C:11]2[C:6](=[CH:7][C:8]([O:12][CH3:13])=[CH:9][CH:10]=2)[C:5]([O:14][CH3:15])=[C:4]([C:16]2[CH:21]=[CH:20][C:19]([O:12][CH:8]([CH3:9])[CH3:7])=[CH:18][CH:17]=2)[N:3]=1. Reactant: Cl[C:2]1[C:11]2[C:6](=[CH:7][C:8]([O:12][CH3:13])=[CH:9][CH:10]=2)[C:5]([O:14][CH3:15])=[C:4]([C:16]2[CH:21]=[CH:20][C:19](CC(C)C)=[CH:18][CH:17]=2)[N:3]=1.[F-:26].[Cs+]. (2) Reactant: Cl[C:2]1[C:11]2[C:6](=[CH:7][CH:8]=[CH:9][CH:10]=2)[N:5]=[C:4]2[N:12]([C:16]3[CH:21]=[CH:20][CH:19]=[CH:18][N:17]=3)[N:13]=[C:14]([CH3:15])[C:3]=12.[CH3:22][NH:23][CH3:24].O1CCCC1. Product: [CH3:22][N:23]([CH3:24])[C:2]1[C:11]2[C:6](=[CH:7][CH:8]=[CH:9][CH:10]=2)[N:5]=[C:4]2[N:12]([C:16]3[CH:21]=[CH:20][CH:19]=[CH:18][N:17]=3)[N:13]=[C:14]([CH3:15])[C:3]=12. The catalyst class is: 6. (3) Reactant: COC1C=C(OC)C=CC=1C[N:6]1[CH2:11][CH2:10][N:9]2[CH:12]=[C:13]([C:15]3[CH:16]=[CH:17][CH:18]=[C:19]4[C:24]=3[N:23]=[C:22]([C:25]([N:27]3[CH2:32][CH2:31][O:30][CH2:29][CH2:28]3)=[O:26])[CH:21]=[CH:20]4)[CH:14]=[C:8]2[C:7]1=[O:33]. Product: [N:27]1([C:25]([C:22]2[CH:21]=[CH:20][C:19]3[C:24](=[C:15]([C:13]4[CH:14]=[C:8]5[C:7](=[O:33])[NH:6][CH2:11][CH2:10][N:9]5[CH:12]=4)[CH:16]=[CH:17][CH:18]=3)[N:23]=2)=[O:26])[CH2:28][CH2:29][O:30][CH2:31][CH2:32]1. The catalyst class is: 137. (4) Reactant: [Br:1][C:2]1[CH:3]=[C:4]([OH:8])[CH:5]=[CH:6][CH:7]=1.C([O-])([O-])=O.[K+].[K+].Cl[CH2:16][C@@H:17]1[CH2:19][O:18]1. Product: [Br:1][C:2]1[CH:3]=[C:4]([CH:5]=[CH:6][CH:7]=1)[O:8][CH2:16][C@@H:17]1[CH2:19][O:18]1. The catalyst class is: 23. (5) The catalyst class is: 18. Reactant: [CH3:1][C:2]([CH:5]=O)([CH3:4])[CH3:3].[NH2:7][OH:8].O.C1C(=O)N(Cl)C(=O)C1.[C:18]([O:22][CH3:23])(=[O:21])[C:19]#[CH:20]. Product: [CH3:23][O:22][C:18]([C:19]1[O:8][N:7]=[C:5]([C:2]([CH3:1])([CH3:3])[CH3:4])[CH:20]=1)=[O:21].